Dataset: SARS-CoV-2 main protease (3CLPro) crystallographic fragment screen with 879 compounds. Task: Binary Classification. Given a drug SMILES string, predict its activity (active/inactive) in a high-throughput screening assay against a specified biological target. (1) The result is 0 (inactive). The molecule is O=C(NCc1ccccc1)c1cccc(F)c1. (2) The drug is c1cc(-c2ccc3c(c2)OCO3)n[nH]1. The result is 0 (inactive).